From a dataset of Catalyst prediction with 721,799 reactions and 888 catalyst types from USPTO. Predict which catalyst facilitates the given reaction. (1) Reactant: B.[Cl:2][C:3]1[CH:8]=[CH:7][C:6]([C@H:9]([OH:24])[C@H:10]2[O:15][CH2:14][CH2:13][N:12]([CH2:16][C:17]3[CH:22]=[CH:21][CH:20]=[CH:19][CH:18]=3)[C:11]2=O)=[CH:5][CH:4]=1.[Cl:25][C:26]1[CH:31]=[CH:30][C:29]([C@@H:32]([OH:47])[C@@H:33]2[O:38][CH2:37][CH2:36][N:35]([CH2:39][C:40]3[CH:45]=[CH:44][CH:43]=[CH:42][CH:41]=3)[C:34]2=O)=[CH:28][CH:27]=1. Product: [Cl:2][C:3]1[CH:4]=[CH:5][C:6]([C@H:9]([C@@H:10]2[O:15][CH2:14][CH2:13][N:12]([CH2:16][C:17]3[CH:18]=[CH:19][CH:20]=[CH:21][CH:22]=3)[CH2:11]2)[OH:24])=[CH:7][CH:8]=1.[Cl:25][C:26]1[CH:27]=[CH:28][C:29]([C@@H:32]([C@H:33]2[O:38][CH2:37][CH2:36][N:35]([CH2:39][C:40]3[CH:41]=[CH:42][CH:43]=[CH:44][CH:45]=3)[CH2:34]2)[OH:47])=[CH:30][CH:31]=1. The catalyst class is: 7. (2) Reactant: [O:1]1[C:5]2[CH:6]=[CH:7][CH:8]=[CH:9][C:4]=2[CH:3]=[C:2]1[C:10]([OH:12])=O.C(Cl)(=O)C(Cl)=O.[NH2:19][C:20]1[CH:25]=[CH:24][C:23]([C:26]2[CH:31]=[CH:30][C:29]([S:32]([OH:35])(=[O:34])=[O:33])=[CH:28][CH:27]=2)=[CH:22][CH:21]=1.C(N(CC)C(C)C)(C)C.Cl. Product: [O:1]1[C:5]2[CH:6]=[CH:7][CH:8]=[CH:9][C:4]=2[CH:3]=[C:2]1[C:10]([NH:19][C:20]1[CH:25]=[CH:24][C:23]([C:26]2[CH:31]=[CH:30][C:29]([S:32]([OH:35])(=[O:33])=[O:34])=[CH:28][CH:27]=2)=[CH:22][CH:21]=1)=[O:12]. The catalyst class is: 118. (3) Reactant: [CH2:1]([O:3][C:4]([C:6]1[NH:7][CH:8]=[CH:9][CH:10]=1)=[O:5])[CH3:2].[Br:11]Br.C(O)C.[O-]CC.[Na+]. Product: [CH2:1]([O:3][C:4]([C:6]1[NH:7][CH:8]=[C:9]([Br:11])[CH:10]=1)=[O:5])[CH3:2]. The catalyst class is: 53. (4) Reactant: [NH2:1][C:2]1[NH:3][C:4]2[CH:10]=[CH:9][CH:8]=[CH:7][C:5]=2[N:6]=1.N1C=CC=CC=1.Cl[C:18]([O:20][CH2:21][C:22]([Cl:25])([Cl:24])[Cl:23])=[O:19].O. Product: [NH:3]1[C:4]2[CH:10]=[CH:9][CH:8]=[CH:7][C:5]=2[N:6]=[C:2]1[NH:1][C:18](=[O:19])[O:20][CH2:21][C:22]([Cl:25])([Cl:24])[Cl:23]. The catalyst class is: 7.